Dataset: Reaction yield outcomes from USPTO patents with 853,638 reactions. Task: Predict the reaction yield, written as a fraction of the theoretical maximum amount of product (1.0 means a 100% yield; for example, 0.34 means a 34% yield). (1) The reactants are [Cl:1][C:2]1[CH:7]=[CH:6][C:5]([C:8]2=[N:9][C@@H:10]([CH2:24][C:25]([O:27]C)=[O:26])[C:11]3[N:12]([C:20]([CH3:23])=[N:21][N:22]=3)[C:13]3[S:17][C:16]([CH3:18])=[C:15]([CH3:19])[C:14]2=3)=[CH:4][CH:3]=1.O.[OH-].[Li+].Cl. The yield is 0.870. The catalyst is CO. The product is [Cl:1][C:2]1[CH:3]=[CH:4][C:5]([C:8]2=[N:9][C@@H:10]([CH2:24][C:25]([OH:27])=[O:26])[C:11]3[N:12]([C:20]([CH3:23])=[N:21][N:22]=3)[C:13]3[S:17][C:16]([CH3:18])=[C:15]([CH3:19])[C:14]2=3)=[CH:6][CH:7]=1. (2) The reactants are CC(C)([O-])C.[Na+].Br[C:8]1[C:9]([CH3:21])=[C:10]([CH3:20])[C:11]2[O:15][C:14]([CH3:17])([CH3:16])[C:13](=[O:18])[C:12]=2[CH:19]=1.[CH2:22]([NH2:29])[C:23]1[CH:28]=[CH:27][CH:26]=[CH:25][CH:24]=1.C1C=CC(P(C2C(C3C(P(C4C=CC=CC=4)C4C=CC=CC=4)=CC=C4C=3C=CC=C4)=C3C(C=CC=C3)=CC=2)C2C=CC=CC=2)=CC=1. The catalyst is C([O-])(=O)C.[Pd+2].C([O-])(=O)C.C(OCC)(=O)C.O.C1(C)C=CC=CC=1. The product is [CH2:22]([NH:29][C:8]1[C:9]([CH3:21])=[C:10]([CH3:20])[C:11]2[O:15][C:14]([CH3:17])([CH3:16])[C:13](=[O:18])[C:12]=2[CH:19]=1)[C:23]1[CH:28]=[CH:27][CH:26]=[CH:25][CH:24]=1. The yield is 0.670. (3) The reactants are ClC([O:4][C:5](Cl)(Cl)Cl)=O.[Cl:9][C:10]1[CH:15]=[C:14]([C:16]([F:19])([F:18])[F:17])[CH:13]=[C:12]([Cl:20])[C:11]=1[O:21][C:22]1[CH:26]=[C:25]([CH3:27])[NH:24][N:23]=1.[NH3:28].O. The catalyst is C(Cl)(Cl)Cl. The product is [Cl:20][C:12]1[CH:13]=[C:14]([C:16]([F:19])([F:17])[F:18])[CH:15]=[C:10]([Cl:9])[C:11]=1[O:21][C:22]1[CH:26]=[C:25]([CH3:27])[N:24]([C:5]([NH2:28])=[O:4])[N:23]=1. The yield is 0.531. (4) The reactants are [N:1]1[CH:6]=[CH:5][CH:4]=[C:3]([C:7]2[C:15]3[C:10](=[CH:11][CH:12]=[C:13]([CH:16]=O)[CH:14]=3)[NH:9][N:8]=2)[CH:2]=1.[C:18]([CH2:20][C:21]([NH:23]C)=[O:22])#[N:19].C1CCN2C(=NCCC2)CC1. The catalyst is C1COCC1. The product is [C:18]([C:20](=[CH:16][C:13]1[CH:14]=[C:15]2[C:10](=[CH:11][CH:12]=1)[NH:9][N:8]=[C:7]2[C:3]1[CH:2]=[N:1][CH:6]=[CH:5][CH:4]=1)[C:21]([NH2:23])=[O:22])#[N:19]. The yield is 0.180. (5) The reactants are C(N=C=NC(C)C)(C)C.[C:10]([O:14][C:15]([N:17]1[CH2:22][CH2:21][N:20]([C:23]2[S:24][CH:25]=[C:26]([C:28]([OH:30])=O)[N:27]=2)[CH:19]([CH2:31][O:32][C:33]2[CH:34]=[N:35][CH:36]=[CH:37][CH:38]=2)[CH2:18]1)=[O:16])([CH3:13])([CH3:12])[CH3:11].[NH:39]1[CH2:44][CH2:43][O:42][CH2:41][CH2:40]1.C(N(C(C)C)CC)(C)C.ON1C2C=CC=CC=2N=N1.CN(C(ON1N=NC2C=CC=CC1=2)=[N+](C)C)C.[B-](F)(F)(F)F. The catalyst is C(Cl)Cl. The product is [N:39]1([C:28]([C:26]2[N:27]=[C:23]([N:20]3[CH2:21][CH2:22][N:17]([C:15]([O:14][C:10]([CH3:11])([CH3:12])[CH3:13])=[O:16])[CH2:18][CH:19]3[CH2:31][O:32][C:33]3[CH:34]=[N:35][CH:36]=[CH:37][CH:38]=3)[S:24][CH:25]=2)=[O:30])[CH2:44][CH2:43][O:42][CH2:41][CH2:40]1. The yield is 0.450. (6) The catalyst is CN(C=O)C.CCOC(C)=O. The reactants are Cl[C:2]1[C:7]([C:8]([F:11])([F:10])[F:9])=[CH:6][N:5]=[C:4]([NH:12][CH2:13][C:14]2[CH:19]=[CH:18][CH:17]=[CH:16][C:15]=2[O:20][C:21]([F:24])([F:23])[F:22])[N:3]=1.CC[N:27]([CH:31]([CH3:33])[CH3:32])C(C)C. The yield is 0.560. The product is [NH2:27][C@H:31]1[CH2:32][CH2:8][C@H:7]([CH2:2][NH:3][C:2]2[C:7]([C:8]([F:11])([F:10])[F:9])=[CH:6][N:5]=[C:4]([NH:12][CH2:13][C:14]3[CH:19]=[CH:18][CH:17]=[CH:16][C:15]=3[O:20][C:21]([F:24])([F:23])[F:22])[N:3]=2)[CH2:6][CH2:33]1. (7) The reactants are [Br:1][C:2]1[CH:7]=[CH:6][CH:5]=[CH:4][C:3]=1[CH2:8][CH2:9][CH2:10]OS(C)(=O)=O.[C-:16]#[N:17].[K+].O. The catalyst is CN(C=O)C. The product is [Br:1][C:2]1[CH:7]=[CH:6][CH:5]=[CH:4][C:3]=1[CH2:8][CH2:9][CH2:10][C:16]#[N:17]. The yield is 0.910. (8) The catalyst is C(Cl)Cl. The product is [CH3:38][C:36]([CH3:39])([O:35][C:33]([N:7]([C:5]([O:4][C:2]([CH3:40])([CH3:3])[CH3:1])=[O:6])[C:8]1[C:13]([C:14]2[N:18]([C:19]3[CH:24]=[CH:23][CH:22]=[C:21]([F:25])[C:20]=3[F:26])[N:17]=[N:16][N:15]=2)=[CH:12][C:11]([C:27]#[CH:28])=[CH:10][N:9]=1)=[O:34])[CH3:37]. The yield is 0.830. The reactants are [CH3:1][C:2]([CH3:40])([O:4][C:5]([N:7]([C:33]([O:35][C:36]([CH3:39])([CH3:38])[CH3:37])=[O:34])[C:8]1[C:13]([C:14]2[N:18]([C:19]3[CH:24]=[CH:23][CH:22]=[C:21]([F:25])[C:20]=3[F:26])[N:17]=[N:16][N:15]=2)=[CH:12][C:11]([C:27]#[C:28][Si](C)(C)C)=[CH:10][N:9]=1)=[O:6])[CH3:3].O.[F-].C([N+](CCCC)(CCCC)CCCC)CCC.